Dataset: Reaction yield outcomes from USPTO patents with 853,638 reactions. Task: Predict the reaction yield, written as a fraction of the theoretical maximum amount of product (1.0 means a 100% yield; for example, 0.34 means a 34% yield). (1) The yield is 0.484. The catalyst is CN(C=O)C. The reactants are [O:1]1[CH2:6][CH2:5][NH:4][C:3]2[CH:7]=[CH:8][CH:9]=[CH:10][C:2]1=2.[Cl:11][C:12]1[CH:13]=[CH:14][C:15](F)=[C:16]([CH:19]=1)[C:17]#[N:18].C(=O)([O-])[O-].[Cs+].[Cs+]. The product is [O:1]1[CH2:6][CH2:5][N:4]([C:15]2[CH:14]=[CH:13][C:12]([Cl:11])=[CH:19][C:16]=2[C:17]#[N:18])[C:3]2[CH:7]=[CH:8][CH:9]=[CH:10][C:2]1=2. (2) The reactants are [CH3:1][NH:2][NH2:3].C([O-])([O-])=O.[K+].[K+].C(O[CH:13]=[C:14]([C:20]([CH:22]([F:24])[F:23])=O)[C:15]([O:17][CH2:18][CH3:19])=[O:16])C. The catalyst is O.C1(C)C=CC=CC=1. The product is [F:23][CH:22]([F:24])[C:20]1[C:14]([C:15]([O:17][CH2:18][CH3:19])=[O:16])=[CH:13][N:2]([CH3:1])[N:3]=1. The yield is 0.825. (3) The reactants are [Br:1][C:2]1[C:10]([OH:11])=[CH:9][C:5]([C:6]([OH:8])=[O:7])=[CH:4][C:3]=1[OH:12].OS(O)(=O)=O.[CH3:18]O. No catalyst specified. The product is [CH3:18][O:7][C:6](=[O:8])[C:5]1[CH:9]=[C:10]([OH:11])[C:2]([Br:1])=[C:3]([OH:12])[CH:4]=1. The yield is 1.00. (4) The reactants are [CH2:1]([N:3]([CH2:18][CH3:19])[C:4]1[CH:17]=[CH:16][C:7]2[CH:8]=[C:9]([C:13]([OH:15])=[O:14])[C:10](=[O:12])[O:11][C:6]=2[CH:5]=1)[CH3:2].[CH2:20](O)[CH2:21][OH:22]. The catalyst is S(=O)(=O)(O)O. The product is [OH:22][CH2:21][CH2:20][O:14][C:13]([C:9]1[C:10](=[O:12])[O:11][C:6]2[C:7]([CH:8]=1)=[CH:16][CH:17]=[C:4]([N:3]([CH2:1][CH3:2])[CH2:18][CH3:19])[CH:5]=2)=[O:15]. The yield is 0.860. (5) The catalyst is C(OCC)(=O)C. The reactants are [Cl:1]N1C(=O)CCC1=O.CN(C)C=O.[CH:14]1([CH2:17][N:18]2[CH:26]=[N:25][C:24]3[C:19]2=[N:20][C:21]([C:33]2[CH:34]=[N:35][C:36]([CH2:39][NH:40][C:41](=[O:47])[O:42][C:43]([CH3:46])([CH3:45])[CH3:44])=[N:37][CH:38]=2)=[N:22][C:23]=3[N:27]2[CH2:32][CH2:31][O:30][CH2:29][CH2:28]2)[CH2:16][CH2:15]1. The product is [Cl:1][C:26]1[N:18]([CH2:17][CH:14]2[CH2:16][CH2:15]2)[C:19]2[C:24]([N:25]=1)=[C:23]([N:27]1[CH2:28][CH2:29][O:30][CH2:31][CH2:32]1)[N:22]=[C:21]([C:33]1[CH:38]=[N:37][C:36]([CH2:39][NH:40][C:41](=[O:47])[O:42][C:43]([CH3:44])([CH3:46])[CH3:45])=[N:35][CH:34]=1)[N:20]=2. The yield is 0.560. (6) The reactants are C([O:3][P:4]([CH2:9][CH2:10][N:11]1[CH2:19][CH2:18][CH2:17][NH:16][C:15]2[C:14](=[O:20])[C:13](=[O:21])[C:12]1=2)(=[O:8])[O:5]CC)C.C[Si](Br)(C)C.O. The catalyst is C(#N)C. The product is [CH2:18]1[CH2:19][N:11]([CH2:10][CH2:9][P:4]([OH:5])([OH:8])=[O:3])[C:12]2=[C:13]([OH:21])[C:14](=[O:20])[C:15]2=[N:16][CH2:17]1. The yield is 0.600. (7) The reactants are [Cl:1][C:2]1[C:3]([O:12][C:13]2[CH:18]=[C:17]([O:19][CH:20]([CH3:22])[CH3:21])[CH:16]=[CH:15][C:14]=2[CH2:23][CH2:24][CH2:25][OH:26])=[N:4][CH:5]=[C:6]([C:8]([F:11])([F:10])[F:9])[CH:7]=1.Cl[S:28]([N:31]=[C:32]=[O:33])(=[O:30])=[O:29].[CH3:34][O:35][CH2:36][CH2:37][CH2:38][NH2:39].Cl. The catalyst is C(#N)C.N1C=CC=CC=1. The product is [CH3:34][O:35][CH2:36][CH2:37][CH2:38][NH:39][S:28]([NH:31][C:32](=[O:33])[O:26][CH2:25][CH2:24][CH2:23][C:14]1[CH:15]=[CH:16][C:17]([O:19][CH:20]([CH3:21])[CH3:22])=[CH:18][C:13]=1[O:12][C:3]1[C:2]([Cl:1])=[CH:7][C:6]([C:8]([F:11])([F:10])[F:9])=[CH:5][N:4]=1)(=[O:30])=[O:29]. The yield is 0.740. (8) The reactants are Cl.[CH3:2][O:3][C:4]1[CH:9]=[CH:8][C:7]([NH:10][NH2:11])=[CH:6][CH:5]=1.[CH3:12][C:13]([CH3:20])([CH3:19])[C:14](=O)[CH2:15][C:16]#[N:17]. No catalyst specified. The product is [C:13]([C:14]1[CH:15]=[C:16]([NH2:17])[N:10]([C:7]2[CH:8]=[CH:9][C:4]([O:3][CH3:2])=[CH:5][CH:6]=2)[N:11]=1)([CH3:20])([CH3:19])[CH3:12]. The yield is 0.630. (9) The reactants are [H-].[Na+].[C:3]([O:18][CH3:19])(=[O:17])[CH2:4][CH2:5][CH2:6][CH2:7][CH2:8][CH2:9][CH2:10][CH2:11][CH2:12][CH2:13][CH2:14][CH2:15][CH3:16].[C:20](OC)(=[O:25])[C:21]([O:23][CH3:24])=[O:22].Cl. The catalyst is C1COCC1.O.CO. The product is [CH3:19][O:18][C:3]([CH:4]([CH2:5][CH2:6][CH2:7][CH2:8][CH2:9][CH2:10][CH2:11][CH2:12][CH2:13][CH2:14][CH2:15][CH3:16])[C:20](=[O:25])[C:21]([O:23][CH3:24])=[O:22])=[O:17]. The yield is 0.640.